Dataset: Catalyst prediction with 721,799 reactions and 888 catalyst types from USPTO. Task: Predict which catalyst facilitates the given reaction. (1) Reactant: [CH:1]1([CH2:4][N:5]2[CH2:10][CH2:9][N:8]([CH2:11][C:12]3[CH:17]=[CH:16][C:15]([N+:18]([O-])=O)=[CH:14][C:13]=3[C:21]([F:24])([F:23])[F:22])[CH2:7][CH2:6]2)[CH2:3][CH2:2]1.[NH4+].[Cl-]. Product: [CH:1]1([CH2:4][N:5]2[CH2:10][CH2:9][N:8]([CH2:11][C:12]3[CH:17]=[CH:16][C:15]([NH2:18])=[CH:14][C:13]=3[C:21]([F:23])([F:24])[F:22])[CH2:7][CH2:6]2)[CH2:3][CH2:2]1. The catalyst class is: 314. (2) Reactant: [CH3:1][O:2][C:3](=[O:22])[CH:4]([C:9]1[C:18]2[C:13](=[CH:14][CH:15]=[C:16]([O:19][CH3:20])[N:17]=2)[N:12]=[CH:11][C:10]=1[F:21])C(OC)=O.[Cl-].[Li+].O.C(OCC)(=O)C. Product: [CH3:1][O:2][C:3](=[O:22])[CH2:4][C:9]1[C:18]2[C:13](=[CH:14][CH:15]=[C:16]([O:19][CH3:20])[N:17]=2)[N:12]=[CH:11][C:10]=1[F:21]. The catalyst class is: 16. (3) Reactant: [S:1]1[C:5]2[CH:6]=[CH:7][CH:8]=[CH:9][C:4]=2[N:3]=[C:2]1[NH:10][C:11]([C:13]1[CH:14]=[CH:15][CH:16]=[C:17]2[C:22]=1[CH2:21][N:20]([C:23]1[S:24][CH:25]=[C:26]([C:28]([O:30][CH2:31][CH3:32])=[O:29])[N:27]=1)[CH2:19][CH2:18]2)=[O:12].C1C(=O)N([Br:40])C(=O)C1. The catalyst class is: 10. Product: [S:1]1[C:5]2[CH:6]=[CH:7][CH:8]=[CH:9][C:4]=2[N:3]=[C:2]1[NH:10][C:11]([C:13]1[CH:14]=[CH:15][CH:16]=[C:17]2[C:22]=1[CH2:21][N:20]([C:23]1[S:24][C:25]([Br:40])=[C:26]([C:28]([O:30][CH2:31][CH3:32])=[O:29])[N:27]=1)[CH2:19][CH2:18]2)=[O:12]. (4) Reactant: [F:1][C:2]1[CH:7]=[CH:6][CH:5]=[C:4]([NH2:8])[C:3]=1[NH2:9].C(O)C.[F:13][C:14]([F:23])([F:22])[C:15](=O)[C:16](OCC)=[O:17]. Product: [F:1][C:2]1[CH:7]=[CH:6][CH:5]=[C:4]2[C:3]=1[N:9]=[C:16]([OH:17])[C:15]([C:14]([F:23])([F:22])[F:13])=[N:8]2. The catalyst class is: 120.